Dataset: Reaction yield outcomes from USPTO patents with 853,638 reactions. Task: Predict the reaction yield, written as a fraction of the theoretical maximum amount of product (1.0 means a 100% yield; for example, 0.34 means a 34% yield). (1) The reactants are Br[C:2]1[CH:7]=[C:6]([Cl:8])[N:5]=[N:4][C:3]=1[Cl:9].[NH3:10]. The catalyst is CCO. The product is [Cl:9][C:3]1[N:4]=[N:5][C:6]([Cl:8])=[CH:7][C:2]=1[NH2:10]. The yield is 0.530. (2) The catalyst is C([SiH](CC)CC)C. The reactants are [C:1]1([CH:7]([C:29]2[CH:34]=[CH:33][CH:32]=[CH:31][CH:30]=2)[N:8]2[C:16]3[C:11](=[CH:12][CH:13]=[CH:14][CH:15]=3)[C:10](O)([C:17]3[C:25]4[C:21](=[N:22][O:23][N:24]=4)[CH:20]=[CH:19][C:18]=3[OH:26])[C:9]2=[O:28])[CH:6]=[CH:5][CH:4]=[CH:3][CH:2]=1.FC(F)(F)C(O)=O. The product is [C:1]1([CH:7]([C:29]2[CH:34]=[CH:33][CH:32]=[CH:31][CH:30]=2)[N:8]2[C:16]3[C:11](=[CH:12][CH:13]=[CH:14][CH:15]=3)[CH:10]([C:17]3[C:25]4[C:21](=[N:22][O:23][N:24]=4)[CH:20]=[CH:19][C:18]=3[OH:26])[C:9]2=[O:28])[CH:2]=[CH:3][CH:4]=[CH:5][CH:6]=1. The yield is 0.520.